Dataset: Peptide-MHC class I binding affinity with 185,985 pairs from IEDB/IMGT. Task: Regression. Given a peptide amino acid sequence and an MHC pseudo amino acid sequence, predict their binding affinity value. This is MHC class I binding data. (1) The peptide sequence is IIVAGFSGK. The MHC is HLA-A33:01 with pseudo-sequence HLA-A33:01. The binding affinity (normalized) is 0.382. (2) The peptide sequence is MIYDLNAVT. The MHC is HLA-A02:06 with pseudo-sequence HLA-A02:06. The binding affinity (normalized) is 0.698. (3) The peptide sequence is VSFIEFVGW. The MHC is HLA-A30:02 with pseudo-sequence HLA-A30:02. The binding affinity (normalized) is 0.0554. (4) The peptide sequence is AWGDLWETL. The MHC is HLA-B27:05 with pseudo-sequence HLA-B27:05. The binding affinity (normalized) is 0. (5) The peptide sequence is LIKFISDNK. The MHC is HLA-A31:01 with pseudo-sequence HLA-A31:01. The binding affinity (normalized) is 0.558. (6) The peptide sequence is APRALLLLL. The MHC is HLA-A11:01 with pseudo-sequence HLA-A11:01. The binding affinity (normalized) is 0.0847. (7) The peptide sequence is NLYNIRNL. The MHC is H-2-Kb with pseudo-sequence H-2-Kb. The binding affinity (normalized) is 0.0735. (8) The peptide sequence is PSAEDNYLAK. The MHC is HLA-A33:01 with pseudo-sequence HLA-A33:01. The binding affinity (normalized) is 0.231. (9) The peptide sequence is YADHGANQL. The MHC is HLA-A02:06 with pseudo-sequence HLA-A02:06. The binding affinity (normalized) is 0.898. (10) The peptide sequence is TYLGPLNCK. The MHC is HLA-A31:01 with pseudo-sequence HLA-A31:01. The binding affinity (normalized) is 0.209.